Task: Predict the reactants needed to synthesize the given product.. Dataset: Full USPTO retrosynthesis dataset with 1.9M reactions from patents (1976-2016) (1) Given the product [NH2:1][C:2]1[CH:3]=[C:4]([CH:8]=[CH:9][C:10]=1[O:11][CH3:12])[C:5]([O:7][CH2:19][C:13]1[CH:18]=[CH:17][CH:16]=[CH:15][CH:14]=1)=[O:6], predict the reactants needed to synthesize it. The reactants are: [NH2:1][C:2]1[CH:3]=[C:4]([CH:8]=[CH:9][C:10]=1[O:11][CH3:12])[C:5]([OH:7])=[O:6].[C:13]1([CH2:19]O)[CH:18]=[CH:17][CH:16]=[CH:15][CH:14]=1.C(Cl)CCl. (2) Given the product [CH3:29][O:28][C:24]1[CH:23]=[C:22]([CH:27]=[CH:26][CH:25]=1)[CH2:21][O:20][C:17]1[CH:16]=[CH:15][C:14]([CH:9]([CH:4]([C:3]([OH:30])=[O:2])[C:5]([OH:7])=[O:6])[CH:10]=[C:11]([CH3:12])[CH3:13])=[CH:19][CH:18]=1, predict the reactants needed to synthesize it. The reactants are: C[O:2][C:3](=[O:30])[CH:4]([CH:9]([C:14]1[CH:19]=[CH:18][C:17]([O:20][CH2:21][C:22]2[CH:27]=[CH:26][CH:25]=[C:24]([O:28][CH3:29])[CH:23]=2)=[CH:16][CH:15]=1)[CH:10]=[C:11]([CH3:13])[CH3:12])[C:5]([O:7]C)=[O:6].O.[OH-].[Li+].Cl. (3) The reactants are: [C:1]([C:4]1[CH:5]=[N:6][CH:7]=[CH:8][C:9]=1[CH2:10][CH:11]1[CH2:19][C:18]2[C:13](=[CH:14][C:15]([O:22][CH3:23])=[C:16]([O:20][CH3:21])[CH:17]=2)[C:12]1=[O:24])(=[O:3])[CH3:2].[CH2:25]([Br:32])[C:26]1[CH:31]=[CH:30][CH:29]=[CH:28][CH:27]=1. Given the product [Br-:32].[C:1]([C:4]1[CH:5]=[N+:6]([CH2:25][C:26]2[CH:31]=[CH:30][CH:29]=[CH:28][CH:27]=2)[CH:7]=[CH:8][C:9]=1[CH2:10][CH:11]1[CH2:19][C:18]2[C:13](=[CH:14][C:15]([O:22][CH3:23])=[C:16]([O:20][CH3:21])[CH:17]=2)[C:12]1=[O:24])(=[O:3])[CH3:2], predict the reactants needed to synthesize it. (4) The reactants are: [Br:1][C:2]1[N:3]([CH2:52][O:53][CH2:54][CH2:55][Si:56]([CH3:59])([CH3:58])[CH3:57])[C:4]2[C@@H:5]([N:27]([CH2:39][CH2:40][C:41]([C:43]3[C:48]([F:49])=[CH:47][CH:46]=[C:45]([Cl:50])[C:44]=3[F:51])=O)[C:28](=[O:38])[CH2:29]P(OCC)(OCC)=O)[CH2:6][CH2:7][CH2:8][C@@H:9]([CH3:26])[C:10](=[O:25])[NH:11][C:12]3[C:17]([C:18]=1[N:19]=2)=[CH:16][CH:15]=[C:14]([NH:20][C:21](=[O:24])[O:22][CH3:23])[CH:13]=3.C[O-].[Na+]. Given the product [Br:1][C:2]1[N:3]([CH2:52][O:53][CH2:54][CH2:55][Si:56]([CH3:58])([CH3:57])[CH3:59])[C:4]2[C@@H:5]([N:27]3[C:28](=[O:38])[CH:29]=[C:41]([C:43]4[C:48]([F:49])=[CH:47][CH:46]=[C:45]([Cl:50])[C:44]=4[F:51])[CH2:40][CH2:39]3)[CH2:6][CH2:7][CH2:8][C@@H:9]([CH3:26])[C:10](=[O:25])[NH:11][C:12]3[C:17]([C:18]=1[N:19]=2)=[CH:16][CH:15]=[C:14]([NH:20][C:21](=[O:24])[O:22][CH3:23])[CH:13]=3, predict the reactants needed to synthesize it. (5) Given the product [C:5]1([C:3]2[N:11]=[C:12]3[N:16]([CH:2]=2)[CH:15]=[C:14]([C:17]([OH:19])=[O:18])[S:13]3)[CH:10]=[CH:9][CH:8]=[CH:7][CH:6]=1, predict the reactants needed to synthesize it. The reactants are: Br[CH2:2][C:3]([C:5]1[CH:10]=[CH:9][CH:8]=[CH:7][CH:6]=1)=O.[NH2:11][C:12]1[S:13][C:14]([C:17]([O:19]CC)=[O:18])=[CH:15][N:16]=1.[OH-].[Na+].Cl. (6) The reactants are: Br[CH2:2][C:3]1[N:4]=[C:5]([C:16]2[CH:21]=[CH:20][C:19]([F:22])=[CH:18][CH:17]=2)[O:6][C:7]=1[S:8][C:9]1[CH:14]=[CH:13][C:12]([Cl:15])=[CH:11][N:10]=1.[CH3:23][NH:24][C:25]1[CH:34]=[CH:33][C:28]([C:29]([O:31][CH3:32])=[O:30])=[CH:27][CH:26]=1.C([O-])([O-])=O.[K+].[K+]. Given the product [Cl:15][C:12]1[CH:13]=[CH:14][C:9]([S:8][C:7]2[O:6][C:5]([C:16]3[CH:21]=[CH:20][C:19]([F:22])=[CH:18][CH:17]=3)=[N:4][C:3]=2[CH2:2][N:24]([CH3:23])[C:25]2[CH:26]=[CH:27][C:28]([C:29]([O:31][CH3:32])=[O:30])=[CH:33][CH:34]=2)=[N:10][CH:11]=1, predict the reactants needed to synthesize it.